Task: Predict the reaction yield, written as a fraction of the theoretical maximum amount of product (1.0 means a 100% yield; for example, 0.34 means a 34% yield).. Dataset: Reaction yield outcomes from USPTO patents with 853,638 reactions (1) The reactants are [N:1]1[C:10]2[C:5](=[CH:6][C:7]([CH:11]=[O:12])=[CH:8][CH:9]=2)[N:4]=[CH:3][CH:2]=1.[CH3:13][Mg]Br. The catalyst is O1CCCC1. The product is [OH:12][CH:11]([C:7]1[CH:6]=[C:5]2[C:10](=[CH:9][CH:8]=1)[N:1]=[CH:2][CH:3]=[N:4]2)[CH3:13]. The yield is 0.560. (2) The reactants are Cl.[O:2]([C:9]1[CH:14]=[CH:13][C:12]([NH:15]N)=[C:11]([N+:17]([O-:19])=[O:18])[CH:10]=1)[C:3]1[CH:8]=[CH:7][CH:6]=[CH:5][CH:4]=1.[C:20]([C:23]1[CH:28]=[CH:27][CH:26]=[CH:25][N:24]=1)(=O)[CH3:21]. No catalyst specified. The product is [N+:17]([C:11]1[CH:10]=[C:9]([O:2][C:3]2[CH:8]=[CH:7][CH:6]=[CH:5][CH:4]=2)[CH:14]=[C:13]2[C:12]=1[NH:15][C:20]([C:23]1[CH:28]=[CH:27][CH:26]=[CH:25][N:24]=1)=[CH:21]2)([O-:19])=[O:18]. The yield is 0.160. (3) The reactants are [Cl:1][C:2]1[CH:3]=[C:4]([C:10]2([C:28]([F:31])([F:30])[F:29])[O:14][N:13]=[C:12]([C:15]3[CH:20]=[CH:19][C:18]([N:21]4[CH2:24][CH:23]([C:25](O)=[O:26])[CH2:22]4)=[CH:17][CH:16]=3)[CH2:11]2)[CH:5]=[C:6]([Cl:9])[C:7]=1[Cl:8].CCN(C(C)C)C(C)C.C1C=CC2N(O)N=NC=2C=1.CCN=C=NCCCN(C)C.Cl.Cl.Cl.[F:65][C:66]([F:70])([F:69])[CH2:67][NH2:68]. The catalyst is CN(C=O)C. The product is [F:65][C:66]([F:70])([F:69])[CH2:67][NH:68][C:25]([CH:23]1[CH2:22][N:21]([C:18]2[CH:19]=[CH:20][C:15]([C:12]3[CH2:11][C:10]([C:4]4[CH:3]=[C:2]([Cl:1])[C:7]([Cl:8])=[C:6]([Cl:9])[CH:5]=4)([C:28]([F:29])([F:30])[F:31])[O:14][N:13]=3)=[CH:16][CH:17]=2)[CH2:24]1)=[O:26]. The yield is 0.710. (4) The reactants are Cl[C:2]1[CH:7]=[CH:6][N:5]2[N:8]=[CH:9][CH:10]=[C:4]2[N:3]=1.[I-:11].[Na+].C(Cl)(=O)C.C(=O)([O-])[O-].[K+].[K+].S([O-])([O-])=O.[Na+].[Na+]. The catalyst is C(#N)C.C(OCC)C. The product is [I:11][C:2]1[CH:7]=[CH:6][N:5]2[N:8]=[CH:9][CH:10]=[C:4]2[N:3]=1. The yield is 0.510. (5) The reactants are [N-:1]=[N+:2]=[N-:3].[Na+].[C:5]([O:9][C:10]([N:12]1[CH2:16][C@H:15](OS(C)(=O)=O)[CH2:14][C@@H:13]1[CH2:22][C:23]1[C:31]2[C:26](=[CH:27][CH:28]=[CH:29][CH:30]=2)[NH:25][C:24]=1[CH3:32])=[O:11])([CH3:8])([CH3:7])[CH3:6]. The catalyst is CN(C)C=O. The product is [C:5]([O:9][C:10]([N:12]1[CH2:16][C@@H:15]([N:1]=[N+:2]=[N-:3])[CH2:14][C@@H:13]1[CH2:22][C:23]1[C:31]2[C:26](=[CH:27][CH:28]=[CH:29][CH:30]=2)[NH:25][C:24]=1[CH3:32])=[O:11])([CH3:8])([CH3:7])[CH3:6]. The yield is 0.560. (6) The reactants are I[C:2]1[CH:7]=[CH:6][N:5]=[C:4]([N:8]2[C:16]3[CH2:15][CH2:14][C:13]([CH3:18])([CH3:17])[CH2:12][C:11]=3[C:10]([C:19]([NH2:21])=[O:20])=[N:9]2)[CH:3]=1.[C:22]([C@:24]1([OH:31])[CH2:28][CH2:27][N:26]([CH3:29])[C:25]1=[O:30])#[CH:23]. No catalyst specified. The product is [OH:31][C@@:24]1([C:22]#[C:23][C:2]2[CH:7]=[CH:6][N:5]=[C:4]([N:8]3[C:16]4[CH2:15][CH2:14][C:13]([CH3:18])([CH3:17])[CH2:12][C:11]=4[C:10]([C:19]([NH2:21])=[O:20])=[N:9]3)[CH:3]=2)[CH2:28][CH2:27][N:26]([CH3:29])[C:25]1=[O:30]. The yield is 0.660. (7) The yield is 0.910. The reactants are [N+:1]([C:4]1[CH:17]=[CH:16][C:7]([O:8][C:9]2[CH:10]=[C:11]([CH:13]=[CH:14][CH:15]=2)[NH2:12])=[CH:6][CH:5]=1)([O-:3])=[O:2].[C:18]([C:20]1([C:23]2[CH:24]=[C:25]([CH:29]=[CH:30][CH:31]=2)[C:26](O)=[O:27])[CH2:22][CH2:21]1)#[N:19].Cl.C(N=C=NCCCN(C)C)C. The product is [C:18]([C:20]1([C:23]2[CH:24]=[C:25]([CH:29]=[CH:30][CH:31]=2)[C:26]([NH:12][C:11]2[CH:13]=[CH:14][CH:15]=[C:9]([O:8][C:7]3[CH:16]=[CH:17][C:4]([N+:1]([O-:3])=[O:2])=[CH:5][CH:6]=3)[CH:10]=2)=[O:27])[CH2:21][CH2:22]1)#[N:19]. The catalyst is CN(C)C1C=CN=CC=1.N1C=CC=CC=1.